Dataset: Catalyst prediction with 721,799 reactions and 888 catalyst types from USPTO. Task: Predict which catalyst facilitates the given reaction. (1) Reactant: [C:1]12([NH:11][C:12](=[O:15])[CH2:13]Cl)[CH2:10][CH:5]3[CH2:6][CH:7]([CH2:9][CH:3]([CH2:4]3)[CH2:2]1)[CH2:8]2.[CH2:16]1[C:25]2[C:20](=[CH:21][CH:22]=[CH:23][CH:24]=2)[CH2:19][CH2:18][NH:17]1.C([O-])([O-])=O.[K+].[K+].C(O)(C(F)(F)F)=O. Product: [C:1]12([NH:11][C:12](=[O:15])[CH2:13][N:17]3[CH2:18][CH2:19][C:20]4[C:25](=[CH:24][CH:23]=[CH:22][CH:21]=4)[CH2:16]3)[CH2:10][CH:5]3[CH2:6][CH:7]([CH2:9][CH:3]([CH2:4]3)[CH2:2]1)[CH2:8]2. The catalyst class is: 16. (2) Reactant: [CH3:1][O:2][C:3]1[CH:11]=[C:10]2[C:6]([CH2:7][C:8](=[O:12])[NH:9]2)=[CH:5][CH:4]=1.CNCCNC.C(=O)([O-])[O-].[K+].[K+].[F:25][C:26]1[CH:31]=[CH:30][C:29](I)=[CH:28][CH:27]=1. Product: [F:25][C:26]1[CH:31]=[CH:30][C:29]([N:9]2[C:10]3[C:6](=[CH:5][CH:4]=[C:3]([O:2][CH3:1])[CH:11]=3)[CH2:7][C:8]2=[O:12])=[CH:28][CH:27]=1. The catalyst class is: 767. (3) Reactant: C1(S([CH2:9][C:10]2[CH:11]=[CH:12][N:13]3[C:18]=2[C:17]([NH:19][C:20]2[CH:21]=[C:22]4[C:26](=[CH:27][CH:28]=2)[N:25]([CH2:29][C:30]2[CH:35]=[CH:34][CH:33]=[C:32]([F:36])[CH:31]=2)[N:24]=[CH:23]4)=[N:16][CH:15]=[N:14]3)=O)C=CC=CC=1.[NH:37]1[CH2:43][CH2:42][CH2:41][NH:40][CH2:39][CH2:38]1. Product: [N:37]1([CH2:9][C:10]2[CH:11]=[CH:12][N:13]3[C:18]=2[C:17]([NH:19][C:20]2[CH:21]=[C:22]4[C:26](=[CH:27][CH:28]=2)[N:25]([CH2:29][C:30]2[CH:35]=[CH:34][CH:33]=[C:32]([F:36])[CH:31]=2)[N:24]=[CH:23]4)=[N:16][CH:15]=[N:14]3)[CH2:43][CH2:42][CH2:41][NH:40][CH2:39][CH2:38]1. The catalyst class is: 2. (4) Reactant: [CH3:1][C:2]1[O:3][C:4]([CH3:10])=[C:5]([CH:7]([OH:9])[CH3:8])[N:6]=1. Product: [CH3:1][C:2]1[O:3][C:4]([CH3:10])=[C:5]([C:7](=[O:9])[CH3:8])[N:6]=1. The catalyst class is: 703. (5) Reactant: [CH2:1]([O:8][C:9]([N:11]1[CH2:15][CH2:14][CH:13]([C:16](O)=[O:17])[CH2:12]1)=[O:10])[C:2]1[CH:7]=[CH:6][CH:5]=[CH:4][CH:3]=1.B.Cl. Product: [OH:17][CH2:16][CH:13]1[CH2:14][CH2:15][N:11]([C:9]([O:8][CH2:1][C:2]2[CH:3]=[CH:4][CH:5]=[CH:6][CH:7]=2)=[O:10])[CH2:12]1. The catalyst class is: 1. (6) Reactant: [CH2:1]([O:5][CH2:6][CH2:7][O:8][C:9]1[CH:14]=[CH:13][C:12]([C:15]2[CH:16]=[CH:17][C:18]3[N:24]([CH2:25][CH2:26][CH3:27])[CH2:23][CH2:22][C:21]([C:28]([NH:30][C:31]4[CH:36]=[CH:35][C:34]([S:37][CH2:38][C:39]5[CH:40]=[N:41][CH:42]=[CH:43][CH:44]=5)=[CH:33][CH:32]=4)=[O:29])=[CH:20][C:19]=3[CH:45]=2)=[CH:11][CH:10]=1)[CH2:2][CH2:3][CH3:4].ClC1C=CC=C(C(OO)=[O:54])C=1.S([O-])([O-])(=O)=S.[Na+].[Na+]. The catalyst class is: 2. Product: [CH2:1]([O:5][CH2:6][CH2:7][O:8][C:9]1[CH:10]=[CH:11][C:12]([C:15]2[CH:16]=[CH:17][C:18]3[N:24]([CH2:25][CH2:26][CH3:27])[CH2:23][CH2:22][C:21]([C:28]([NH:30][C:31]4[CH:32]=[CH:33][C:34]([S:37]([CH2:38][C:39]5[CH:40]=[N:41][CH:42]=[CH:43][CH:44]=5)=[O:54])=[CH:35][CH:36]=4)=[O:29])=[CH:20][C:19]=3[CH:45]=2)=[CH:13][CH:14]=1)[CH2:2][CH2:3][CH3:4]. (7) Reactant: [CH2:1]([O:3][C:4](=[O:28])[CH2:5][CH2:6][N:7]1[C:16]2[C:11](=[CH:12][C:13]([O:17]CC3C=CC(OC)=CC=3)=[CH:14][CH:15]=2)[CH2:10][CH2:9][C:8]1=[O:27])[CH3:2].[H][H]. Product: [CH2:1]([O:3][C:4](=[O:28])[CH2:5][CH2:6][N:7]1[C:16]2[C:11](=[CH:12][C:13]([OH:17])=[CH:14][CH:15]=2)[CH2:10][CH2:9][C:8]1=[O:27])[CH3:2]. The catalyst class is: 256. (8) Reactant: FC(F)(F)C(O)=O.[CH3:8][C@@H:9]1[CH2:13][CH2:12][CH2:11][N:10]1[CH2:14][CH2:15][CH2:16][O:17][C:18]1[CH:23]=[CH:22][C:21]([N:24]2[CH2:29][CH2:28][N:27](C(OC(C)(C)C)=O)[CH2:26][C:25]2=[O:37])=[CH:20][CH:19]=1. Product: [CH3:8][C@@H:9]1[CH2:13][CH2:12][CH2:11][N:10]1[CH2:14][CH2:15][CH2:16][O:17][C:18]1[CH:23]=[CH:22][C:21]([N:24]2[CH2:29][CH2:28][NH:27][CH2:26][C:25]2=[O:37])=[CH:20][CH:19]=1. The catalyst class is: 2.